Dataset: HIV replication inhibition screening data with 41,000+ compounds from the AIDS Antiviral Screen. Task: Binary Classification. Given a drug SMILES string, predict its activity (active/inactive) in a high-throughput screening assay against a specified biological target. (1) The molecule is CN(C)c1nc(N(C)c2ccccc2)[s+]s1.[I-]. The result is 0 (inactive). (2) The compound is CCN(CC)CCN(C(=O)c1ccc(F)cc1)c1ccccc1N. The result is 0 (inactive). (3) The drug is O=C(c1ccccc1)C(O)(CC(c1ccccc1)[PH](c1ccccc1)(c1ccccc1)c1ccccc1)c1ccccc1. The result is 0 (inactive). (4) The molecule is O=C(O)c1c(CC(Cc2ccccc2)C(=O)O)ccc2c1CCC2. The result is 0 (inactive). (5) The compound is COc1cc2c(c(Cl)c1OC)CCN(C)CC2c1ccccc1. The result is 0 (inactive). (6) The compound is C=CCc1c(O)c2nsnc2c2nsnc12. The result is 0 (inactive). (7) The compound is c1ccc(C2=NN3CN(N2)c2ccccc2OCCCOc2ccccc23)cc1. The result is 0 (inactive). (8) The compound is O=C1C=C(Nc2ccccc2C(=O)CC(=O)C(=O)Nc2ccc(Cl)cc2)c2ccccc2C1=O. The result is 0 (inactive). (9) The drug is CCC(COC(C=C1C=CC(=O)O1)COC(=O)c1ccccc1)c1ccccc1. The result is 0 (inactive). (10) The drug is CC(=O)N(C)SCC(NC(=O)C(Cc1ccccc1)NC(=O)OCc1ccccc1)C(=O)NC(Cc1ccccc1)C(=O)NC(Cc1c[nH]c2ccccc12)C(=O)NC(CCCCNC(=O)OCc1ccccc1)C(=O)NC(C(=O)NC(CSN(C)C(C)=O)C(=O)NC(C(N)=O)C(C)OCc1ccccc1)C(C)OCc1ccccc1. The result is 1 (active).